Dataset: Peptide-MHC class II binding affinity with 134,281 pairs from IEDB. Task: Regression. Given a peptide amino acid sequence and an MHC pseudo amino acid sequence, predict their binding affinity value. This is MHC class II binding data. (1) The peptide sequence is LKSDLLRAGITLVPV. The MHC is DRB5_0101 with pseudo-sequence DRB5_0101. The binding affinity (normalized) is 0.418. (2) The peptide sequence is EDPYWGNGDRHSDYQPLGTQDQSLY. The MHC is DRB1_1301 with pseudo-sequence DRB1_1301. The binding affinity (normalized) is 0. (3) The binding affinity (normalized) is 0.329. The peptide sequence is AAATAGTTVGGAFAA. The MHC is HLA-DQA10401-DQB10402 with pseudo-sequence HLA-DQA10401-DQB10402. (4) The peptide sequence is VQDAATYAVTTFSNV. The MHC is DRB1_0101 with pseudo-sequence DRB1_0101. The binding affinity (normalized) is 0.339. (5) The peptide sequence is TKKGNVWEVKSSKPLVGPFN. The MHC is HLA-DPA10103-DPB10301 with pseudo-sequence HLA-DPA10103-DPB10301. The binding affinity (normalized) is 0.336.